From a dataset of Full USPTO retrosynthesis dataset with 1.9M reactions from patents (1976-2016). Predict the reactants needed to synthesize the given product. (1) Given the product [NH:10]([C:8]1[N:7]=[C:6]([CH3:17])[CH:5]=[C:4]([CH:3]2[CH2:1][CH2:2]2)[N:9]=1)[C:11]1[CH:16]=[CH:15][CH:14]=[CH:13][CH:12]=1, predict the reactants needed to synthesize it. The reactants are: [CH3:1][C:2]#[C:3][C:4]1[CH:5]=[C:6]([CH3:17])[N:7]=[C:8]([NH:10][C:11]2[CH:12]=[CH:13][CH:14]=[CH:15][CH:16]=2)[N:9]=1.CC1C=CC=CC=1C(NC1C=C(OC(C)C)C=CC=1)=O.CC1C(N(C(COC)=O)C(C(OC)=O)C)=C(C)C=CC=1.CC1(C)C(O)(CN2N=CN=C2)C(CC2C=CC(Cl)=CC=2)CC1.CNC(SC1C=CC(OS(C)(=O)=O)=CC=1)=O.CC1C(C(NC2C=CC=CC=2)=O)=C(C)OC=1C.CC1N=C(C)SC=1C(NC1C=CC=CC=1)=O.CCCCC(C1C=CC(Cl)=CC=1)(C#N)CN1N=CN=C1. (2) Given the product [N:24]([C:9]([C:12]1[CH:13]=[CH:14][C:15]2[C:19]([CH3:21])([CH3:20])[O:18][B:17]([OH:22])[C:16]=2[CH:23]=1)([CH3:11])[CH3:10])=[N+:25]=[N-:26], predict the reactants needed to synthesize it. The reactants are: C(O)(C(F)(F)F)=O.O[C:9]([C:12]1[CH:13]=[CH:14][C:15]2[C:19]([CH3:21])([CH3:20])[O:18][B:17]([OH:22])[C:16]=2[CH:23]=1)([CH3:11])[CH3:10].[N-:24]=[N+:25]=[N-:26].[Na+]. (3) The reactants are: C[O:2][C:3](=[O:21])[C:4]1[CH:9]=[CH:8][C:7]([C:10]([O:12][CH2:13][C:14]2[CH:19]=[CH:18][CH:17]=[CH:16][CH:15]=2)=[O:11])=[C:6]([CH3:20])[CH:5]=1.O1CCCC1.O.[OH-].[Li+].Cl. Given the product [CH2:13]([O:12][C:10]([C:7]1[CH:8]=[CH:9][C:4]([C:3]([OH:21])=[O:2])=[CH:5][C:6]=1[CH3:20])=[O:11])[C:14]1[CH:15]=[CH:16][CH:17]=[CH:18][CH:19]=1, predict the reactants needed to synthesize it. (4) The reactants are: [F:1][C:2]1[CH:10]=[C:9]2[C:5]([C:6]([CH2:11][C:12]([NH2:14])=[O:13])=[CH:7][NH:8]2)=[CH:4][CH:3]=1.C[O:16][C:17](=O)[C:18]([C:20]1[C:30]2=[C:31]3[C:26](=[CH:27][CH:28]=[CH:29]2)[CH2:25][C:24]([CH3:33])([CH3:32])[CH2:23][N:22]3[CH:21]=1)=O. Given the product [CH3:32][C:24]1([CH3:33])[CH2:25][C:26]2[C:31]3=[C:30]([C:20]([C:18]4[C:17](=[O:16])[NH:14][C:12](=[O:13])[C:11]=4[C:6]4[C:5]5[C:9](=[CH:10][C:2]([F:1])=[CH:3][CH:4]=5)[NH:8][CH:7]=4)=[CH:21][N:22]3[CH2:23]1)[CH:29]=[CH:28][CH:27]=2, predict the reactants needed to synthesize it.